From a dataset of Catalyst prediction with 721,799 reactions and 888 catalyst types from USPTO. Predict which catalyst facilitates the given reaction. Reactant: CC1(C)[O:6][C@H:5]2[C:7](=[O:51])[O:8][C@H:9]([CH2:10][O:11][C:12]3[CH:17]=[CH:16][C:15]([C:18]4[CH:19]=[CH:20][C:21]5[C:27](=[O:28])[NH:26][C:25]6[CH:29]=[C:30]([CH2:33][CH2:34][O:35][C:36]7[CH:41]=[CH:40][C:39]([N:42]8[CH2:47][CH2:46][O:45][CH2:44][CH2:43]8)=[CH:38][CH:37]=7)[CH:31]=[CH:32][C:24]=6[NH:23][C:22]=5[CH:48]=4)=[CH:14][C:13]=3[O:49][CH3:50])[C@H:4]2[O:3]1.FC(F)(F)C(O)=O. Product: [OH:3][C@H:4]1[C@@H:5]([OH:6])[C:7](=[O:51])[O:8][C@@H:9]1[CH2:10][O:11][C:12]1[CH:17]=[CH:16][C:15]([C:18]2[CH:19]=[CH:20][C:21]3[C:27](=[O:28])[NH:26][C:25]4[CH:29]=[C:30]([CH2:33][CH2:34][O:35][C:36]5[CH:41]=[CH:40][C:39]([N:42]6[CH2:43][CH2:44][O:45][CH2:46][CH2:47]6)=[CH:38][CH:37]=5)[CH:31]=[CH:32][C:24]=4[NH:23][C:22]=3[CH:48]=2)=[CH:14][C:13]=1[O:49][CH3:50]. The catalyst class is: 4.